From a dataset of Forward reaction prediction with 1.9M reactions from USPTO patents (1976-2016). Predict the product of the given reaction. (1) Given the reactants [OH:1][C:2]1[C:11]2[C:6](=[CH:7][CH:8]=[CH:9][CH:10]=2)[C:5]([CH2:15][CH2:16][CH3:17])([CH2:12][CH2:13][CH3:14])[C:4](=[O:18])[C:3]=1[C:19]1[NH:24][C:23]2[CH:25]=[CH:26][C:27]([NH:29][S:30]([NH:33]C(=O)OCC3C=CC=CC=3)(=[O:32])=[O:31])=[CH:28][C:22]=2[S:21](=[O:45])(=[O:44])[N:20]=1, predict the reaction product. The product is: [OH:1][C:2]1[C:11]2[C:6](=[CH:7][CH:8]=[CH:9][CH:10]=2)[C:5]([CH2:15][CH2:16][CH3:17])([CH2:12][CH2:13][CH3:14])[C:4](=[O:18])[C:3]=1[C:19]1[NH:24][C:23]2[CH:25]=[CH:26][C:27]([NH:29][S:30]([NH2:33])(=[O:32])=[O:31])=[CH:28][C:22]=2[S:21](=[O:44])(=[O:45])[N:20]=1. (2) Given the reactants S(Cl)(Cl)=O.[O:5]1[CH:9]=[CH:8][CH:7]=[C:6]1[CH:10]=[CH:11][C:12]([OH:14])=[O:13].[CH3:15][CH:16](O)[CH3:17].Cl, predict the reaction product. The product is: [O:5]1[CH:9]=[CH:8][CH:7]=[C:6]1/[CH:10]=[CH:11]/[C:12]([O:14][CH:16]([CH3:17])[CH3:15])=[O:13]. (3) Given the reactants Cl[CH2:2][CH2:3][CH2:4][CH:5]([C:14]1O[C:16]([C:19]2[CH:24]=[CH:23][C:22]([C:25]3[O:29][C:28]([CH3:30])=[N:27][CH:26]=3)=[C:21]([O:31][CH3:32])[CH:20]=2)=[N:17][N:18]=1)[C:6]1[CH:11]=[CH:10][C:9]([Cl:12])=[C:8]([Cl:13])[CH:7]=1.[N-:33]=[N+]=[N-].[Na+].C1(P(C2C=CC=CC=2)C2C=CC=CC=2)C=CC=CC=1, predict the reaction product. The product is: [Cl:13][C:8]1[CH:7]=[C:6]([CH:5]2[CH2:4][CH2:3][CH2:2][N:33]3[C:16]([C:19]4[CH:24]=[CH:23][C:22]([C:25]5[O:29][C:28]([CH3:30])=[N:27][CH:26]=5)=[C:21]([O:31][CH3:32])[CH:20]=4)=[N:17][N:18]=[C:14]23)[CH:11]=[CH:10][C:9]=1[Cl:12]. (4) Given the reactants [O:1]=[C:2]1[NH:8][C:7]2[C:9]([CH3:14])=[CH:10][C:11]([CH3:13])=[CH:12][C:6]=2[NH:5][CH2:4][C@@H:3]1[NH:15][C:16]([O:18][C:19]([CH3:22])([CH3:21])[CH3:20])=[O:17].C(OC(N[C@@H](CN[C:37]1[CH:42]=[C:41](C)[CH:40]=[C:39]([CH3:44])[C:38]=1N)C(O)=O)=O)(C)(C)C.CN1[CH2:52][CH2:51][O:50]CC1.C([O:57]C(Cl)=O)C(C)C, predict the reaction product. The product is: [CH2:44]([O:50][C:51](=[O:57])[CH2:52][N:8]1[C:7]2[C:9]([CH3:14])=[CH:10][C:11]([CH3:13])=[CH:12][C:6]=2[NH:5][CH2:4][C@H:3]([NH:15][C:16]([O:18][C:19]([CH3:22])([CH3:21])[CH3:20])=[O:17])[C:2]1=[O:1])[C:39]1[CH:38]=[CH:37][CH:42]=[CH:41][CH:40]=1. (5) Given the reactants [CH3:1][O:2][C:3]1[CH:4]=[CH:5][C:6]([N:15]([CH2:33][C:34]2[CH:35]=[N:36][CH:37]=[CH:38][CH:39]=2)[C:16]2[CH:21]=[CH:20][C:19]([C:22]3[N:23]=[N:24][N:25](C4CCCCO4)[N:26]=3)=[CH:18][CH:17]=2)=[N:7][C:8]=1[O:9][C@@H:10]1[CH2:14][CH2:13][O:12][CH2:11]1.Cl.C(=O)(O)[O-].[Na+], predict the reaction product. The product is: [CH3:1][O:2][C:3]1[CH:4]=[CH:5][C:6]([N:15]([CH2:33][C:34]2[CH:35]=[N:36][CH:37]=[CH:38][CH:39]=2)[C:16]2[CH:17]=[CH:18][C:19]([C:22]3[N:26]=[N:25][NH:24][N:23]=3)=[CH:20][CH:21]=2)=[N:7][C:8]=1[O:9][C@@H:10]1[CH2:14][CH2:13][O:12][CH2:11]1. (6) Given the reactants [Cl:1][C:2]1[CH:7]=[C:6]([NH2:8])[C:5](I)=[CH:4][N:3]=1.C(N(CC)CC)C.[CH3:17][Si:18]([C:21]#[CH:22])([CH3:20])[CH3:19], predict the reaction product. The product is: [Cl:1][C:2]1[CH:7]=[C:6]([NH2:8])[C:5]([C:22]#[C:21][Si:18]([CH3:20])([CH3:19])[CH3:17])=[CH:4][N:3]=1. (7) Given the reactants COC(C1[CH:14]=[C:13](O)[C:12]2[C:7](=[C:8](OCC3C=CC=CC=3)[CH:9]=[C:10](Br)[CH:11]=2)N=1)=O.[CH3:25][O:26][C:27]([C:29]1[CH:38]=[C:37]([O:39][CH2:40][C:41]2[CH:46]=[CH:45][CH:44]=[CH:43][CH:42]=2)[C:36]2[C:31](=[C:32]([C:48]#[N:49])[CH:33]=[C:34](Br)[CH:35]=2)[N:30]=1)=[O:28], predict the reaction product. The product is: [CH3:25][O:26][C:27]([C:29]1[CH:38]=[C:37]([O:39][CH2:40][C:41]2[CH:46]=[CH:45][CH:44]=[CH:43][CH:42]=2)[C:36]2[C:31](=[C:32]([C:48]#[N:49])[CH:33]=[C:34]([C:14]#[C:13][C:12]3[CH:7]=[CH:8][CH:9]=[CH:10][CH:11]=3)[CH:35]=2)[N:30]=1)=[O:28].